Dataset: NCI-60 drug combinations with 297,098 pairs across 59 cell lines. Task: Regression. Given two drug SMILES strings and cell line genomic features, predict the synergy score measuring deviation from expected non-interaction effect. (1) Drug 1: CC1=C(C=C(C=C1)C(=O)NC2=CC(=CC(=C2)C(F)(F)F)N3C=C(N=C3)C)NC4=NC=CC(=N4)C5=CN=CC=C5. Drug 2: C(CC(=O)O)C(=O)CN.Cl. Cell line: K-562. Synergy scores: CSS=59.6, Synergy_ZIP=-9.01, Synergy_Bliss=-14.9, Synergy_Loewe=-35.9, Synergy_HSA=-10.1. (2) Drug 1: C1CC(C1)(C(=O)O)C(=O)O.[NH2-].[NH2-].[Pt+2]. Synergy scores: CSS=21.6, Synergy_ZIP=-4.66, Synergy_Bliss=2.80, Synergy_Loewe=-1.56, Synergy_HSA=2.33. Cell line: SK-MEL-5. Drug 2: C1CC(=O)NC(=O)C1N2C(=O)C3=CC=CC=C3C2=O. (3) Drug 1: CC12CCC3C(C1CCC2=O)CC(=C)C4=CC(=O)C=CC34C. Drug 2: CC1CCCC2(C(O2)CC(NC(=O)CC(C(C(=O)C(C1O)C)(C)C)O)C(=CC3=CSC(=N3)C)C)C. Cell line: HT29. Synergy scores: CSS=41.2, Synergy_ZIP=0.344, Synergy_Bliss=2.61, Synergy_Loewe=0.319, Synergy_HSA=2.70. (4) Drug 1: CC1=C2C(C(=O)C3(C(CC4C(C3C(C(C2(C)C)(CC1OC(=O)C(C(C5=CC=CC=C5)NC(=O)C6=CC=CC=C6)O)O)OC(=O)C7=CC=CC=C7)(CO4)OC(=O)C)O)C)OC(=O)C. Drug 2: CCN(CC)CCCC(C)NC1=C2C=C(C=CC2=NC3=C1C=CC(=C3)Cl)OC. Cell line: SF-268. Synergy scores: CSS=34.7, Synergy_ZIP=-0.547, Synergy_Bliss=-0.606, Synergy_Loewe=-11.9, Synergy_HSA=0.994. (5) Drug 2: CC1CCC2CC(C(=CC=CC=CC(CC(C(=O)C(C(C(=CC(C(=O)CC(OC(=O)C3CCCCN3C(=O)C(=O)C1(O2)O)C(C)CC4CCC(C(C4)OC)OP(=O)(C)C)C)C)O)OC)C)C)C)OC. Drug 1: C1=CN(C(=O)N=C1N)C2C(C(C(O2)CO)O)(F)F. Synergy scores: CSS=56.4, Synergy_ZIP=-1.02, Synergy_Bliss=-6.29, Synergy_Loewe=-15.3, Synergy_HSA=-6.21. Cell line: HCT116. (6) Drug 1: CC1=CC=C(C=C1)C2=CC(=NN2C3=CC=C(C=C3)S(=O)(=O)N)C(F)(F)F. Drug 2: C1CN(CCN1C(=O)CCBr)C(=O)CCBr. Cell line: UACC-257. Synergy scores: CSS=4.73, Synergy_ZIP=-2.69, Synergy_Bliss=-0.276, Synergy_Loewe=-6.13, Synergy_HSA=-2.89.